From a dataset of Full USPTO retrosynthesis dataset with 1.9M reactions from patents (1976-2016). Predict the reactants needed to synthesize the given product. (1) Given the product [F:1][C:2]1[CH:3]=[C:4]([CH:41]=[CH:42][CH:43]=1)[CH2:5][N:6]1[C:10]([CH3:11])=[C:9]([C:12]2[C:20]3[C:15](=[N:16][CH:17]=[C:18]([C:21]4[CH:26]=[CH:25][CH:24]=[C:23]([N:27]5[CH2:28][CH2:29][NH:30][CH2:31][CH2:32]5)[CH:22]=4)[CH:19]=3)[NH:14][CH:13]=2)[C:8]([CH3:40])=[N:7]1, predict the reactants needed to synthesize it. The reactants are: [F:1][C:2]1[CH:3]=[C:4]([CH:41]=[CH:42][CH:43]=1)[CH2:5][N:6]1[C:10]([CH3:11])=[C:9]([C:12]2[C:20]3[C:15](=[N:16][CH:17]=[C:18]([C:21]4[CH:22]=[C:23]([N:27]5[CH2:32][CH2:31][N:30](C(OC(C)(C)C)=O)[CH2:29][CH2:28]5)[CH:24]=[CH:25][CH:26]=4)[CH:19]=3)[NH:14][CH:13]=2)[C:8]([CH3:40])=[N:7]1.Cl. (2) Given the product [C:25]([O:24][C:22]([NH:17][C@H:16]([CH2:20][CH2:19][C:18]([C:4]1[CH:5]=[CH:6][C:7]([F:8])=[C:2]([F:1])[CH:3]=1)=[O:21])[C:14]([O:13][CH2:12][CH3:11])=[O:15])=[O:23])([CH3:26])([CH3:28])[CH3:27], predict the reactants needed to synthesize it. The reactants are: [F:1][C:2]1[CH:3]=[C:4]([Mg]Br)[CH:5]=[CH:6][C:7]=1[F:8].[CH3:11][CH2:12][O:13][C:14]([C@H:16]1[CH2:20][CH2:19][C:18](=[O:21])[N:17]1[C:22]([O:24][C:25]([CH3:28])([CH3:27])[CH3:26])=[O:23])=[O:15].C(OCC)(=O)C.C(=O)(O)[O-].[Na+]. (3) Given the product [C:1]([O:7][CH2:8][N:9]1[CH:13]=[C:12]([C:14]2[CH:19]=[C:18]([O:20][C:21]3[CH:26]=[CH:25][C:24]([NH2:27])=[C:23]([F:28])[CH:22]=3)[CH:17]=[CH:16][N:15]=2)[N:11]=[N:10]1)(=[O:6])[C:2]([CH3:5])([CH3:4])[CH3:3], predict the reactants needed to synthesize it. The reactants are: [C:1]([O:7][CH2:8][N:9]=[N+:10]=[N-:11])(=[O:6])[C:2]([CH3:5])([CH3:4])[CH3:3].[C:12]([C:14]1[CH:19]=[C:18]([O:20][C:21]2[CH:26]=[CH:25][C:24]([NH2:27])=[C:23]([F:28])[CH:22]=2)[CH:17]=[CH:16][N:15]=1)#[CH:13].O=C1O[C@H]([C@H](CO)O)C([O-])=C1O.[Na+].